From a dataset of Catalyst prediction with 721,799 reactions and 888 catalyst types from USPTO. Predict which catalyst facilitates the given reaction. (1) Reactant: S(Cl)(Cl)=O.[S:5]1[CH:9]=[CH:8][C:7]([C:10]([OH:12])=[O:11])=[CH:6]1.[CH2:13](O)[CH3:14]. Product: [S:5]1[CH:9]=[CH:8][C:7]([C:10]([O:12][CH2:13][CH3:14])=[O:11])=[CH:6]1. The catalyst class is: 277. (2) Reactant: [CH:1]([O:4][C:5]1[N:10]=[C:9]([C:11]2[CH:12]=[C:13]3[C:17](=[CH:18][CH:19]=2)[NH:16][CH:15]=[C:14]3[C:20]([OH:22])=[O:21])[CH:8]=[N:7][CH:6]=1)([CH3:3])[CH3:2].[C:23]([O-])([O-])=O.[K+].[K+].S(OC)(OC)(=O)=O. Product: [CH:1]([O:4][C:5]1[N:10]=[C:9]([C:11]2[CH:12]=[C:13]3[C:17](=[CH:18][CH:19]=2)[NH:16][CH:15]=[C:14]3[C:20]([O:22][CH3:23])=[O:21])[CH:8]=[N:7][CH:6]=1)([CH3:3])[CH3:2]. The catalyst class is: 3. (3) Reactant: [CH3:1][C:2]1[C:7]([CH:8](O)[CH3:9])=[CH:6][CH:5]=[C:4]([C:11]2[CH:16]=[CH:15][CH:14]=[C:13]([C:17]([F:20])([F:19])[F:18])[CH:12]=2)[N:3]=1.O=S(Cl)[Cl:23]. Product: [Cl:23][CH:8]([C:7]1[C:2]([CH3:1])=[N:3][C:4]([C:11]2[CH:16]=[CH:15][CH:14]=[C:13]([C:17]([F:20])([F:19])[F:18])[CH:12]=2)=[CH:5][CH:6]=1)[CH3:9]. The catalyst class is: 2. (4) Product: [CH3:21][S:22]([O:1][CH2:2][C:3]1[S:7][C:6]([C:8]2[CH:13]=[CH:12][CH:11]=[CH:10][N:9]=2)=[N:5][N:4]=1)(=[O:24])=[O:23]. The catalyst class is: 4. Reactant: [OH:1][CH2:2][C:3]1[S:7][C:6]([C:8]2[CH:13]=[CH:12][CH:11]=[CH:10][N:9]=2)=[N:5][N:4]=1.C(N(CC)CC)C.[CH3:21][S:22](Cl)(=[O:24])=[O:23]. (5) Reactant: C([O:4][C:5]1[CH:25]=[CH:24][C:8]([C:9]2[CH:10]([CH3:23])[O:11][C:12]3[C:17]([CH:18]=2)=[CH:16][CH:15]=[C:14]([O:19]C(=O)C)[CH:13]=3)=[CH:7][CH:6]=1)(=O)C.[OH-].[K+].C(O)(=O)C. Product: [OH:4][C:5]1[CH:25]=[CH:24][C:8]([C:9]2[CH:10]([CH3:23])[O:11][C:12]3[C:17]([CH:18]=2)=[CH:16][CH:15]=[C:14]([OH:19])[CH:13]=3)=[CH:7][CH:6]=1. The catalyst class is: 24.